This data is from TCR-epitope binding with 47,182 pairs between 192 epitopes and 23,139 TCRs. The task is: Binary Classification. Given a T-cell receptor sequence (or CDR3 region) and an epitope sequence, predict whether binding occurs between them. The TCR CDR3 sequence is CASSPTGGEVYGYTF. Result: 0 (the TCR does not bind to the epitope). The epitope is LPRRSGAAGA.